Dataset: Full USPTO retrosynthesis dataset with 1.9M reactions from patents (1976-2016). Task: Predict the reactants needed to synthesize the given product. (1) Given the product [CH3:1][C:2]1[O:6][C:5]([C:7]2[CH:12]=[CH:11][CH:10]=[CH:9][CH:8]=2)=[N:4][C:3]=1[CH2:13][CH2:14][OH:15], predict the reactants needed to synthesize it. The reactants are: [CH3:1][C:2]1[O:6][C:5]([C:7]2[CH:12]=[CH:11][CH:10]=[CH:9][CH:8]=2)=[N:4][C:3]=1[CH2:13][C:14](OC)=[O:15].[H-].C([Al+]CC(C)C)C(C)C.O.C(O)(=O)CC(CC(O)=O)(C(O)=O)O. (2) Given the product [F:1][C:2]1[C:10]2[C:5](=[CH:6][CH:7]=[C:8]([NH2:11])[CH:9]=2)[NH:4][CH:3]=1, predict the reactants needed to synthesize it. The reactants are: [F:1][C:2]1[C:10]2[C:5](=[CH:6][CH:7]=[C:8]([N+:11]([O-])=O)[CH:9]=2)[NH:4][CH:3]=1.[Cl-].[NH4+]. (3) Given the product [CH2:20]([O:19][C:18](=[O:27])[NH:17][CH2:16][CH2:15][CH2:14][C@H:13]([NH:12][C:10]([C:2]1[O:1][C:5]2[CH:6]=[CH:7][CH:8]=[CH:9][C:4]=2[CH:3]=1)=[O:11])[C:28](=[O:29])[NH:30][CH2:31][CH2:32][CH2:33][CH2:34][CH2:35][C:36]1[N:38]=[N:39][NH:40][N:37]=1)[C:21]1[CH:22]=[CH:23][CH:24]=[CH:25][CH:26]=1, predict the reactants needed to synthesize it. The reactants are: [O:1]1[C:5]2[CH:6]=[CH:7][CH:8]=[CH:9][C:4]=2[CH:3]=[C:2]1[C:10]([NH:12][C@H:13]([C:28]([NH:30][CH2:31][CH2:32][CH2:33][CH2:34][CH2:35][C:36]#[N:37])=[O:29])[CH2:14][CH2:15][CH2:16][NH:17][C:18](=[O:27])[O:19][CH2:20][C:21]1[CH:26]=[CH:25][CH:24]=[CH:23][CH:22]=1)=[O:11].[N-:38]=[N+:39]=[N-:40].[Na+].Cl.C(N(CC)CC)C.